From a dataset of Reaction yield outcomes from USPTO patents with 853,638 reactions. Predict the reaction yield, written as a fraction of the theoretical maximum amount of product (1.0 means a 100% yield; for example, 0.34 means a 34% yield). (1) The reactants are [NH2:1][C:2]1[N:10]=[CH:9][N:8]=[C:7]2[C:3]=1[N:4]=[C:5]([SH:11])[NH:6]2.CC1C=CC2C=CC3C=CC(C)=NC=3C=2N=1.CC(C)([O-])C.[K+].I[C:35]1[CH:40]=[CH:39][C:38]([C:41]([F:44])([F:43])[F:42])=[CH:37][CH:36]=1. The catalyst is CN(C=O)C. The product is [F:42][C:41]([F:44])([F:43])[C:38]1[CH:39]=[CH:40][C:35]([S:11][C:5]2[NH:6][C:7]3[C:3]([N:4]=2)=[C:2]([NH2:1])[N:10]=[CH:9][N:8]=3)=[CH:36][CH:37]=1. The yield is 0.830. (2) The reactants are [Cl-].O[NH3+:3].[C:4](=[O:7])([O-])[OH:5].[Na+].CS(C)=O.[CH2:13]([C:17]1[CH:22]=[CH:21][C:20]([N:23]2[C:28](=[O:29])[C:27]([CH2:30][C:31]3[CH:36]=[CH:35][C:34]([C:37]4[C:38]([C:43]#[N:44])=[CH:39][CH:40]=[CH:41][CH:42]=4)=[CH:33][CH:32]=3)=[C:26]([CH2:45][CH2:46][CH3:47])[N:25]=[C:24]2[CH3:48])=[CH:19][CH:18]=1)[CH:14]([CH3:16])[CH3:15]. The catalyst is O.C(OCC)(=O)C. The product is [CH2:13]([C:17]1[CH:18]=[CH:19][C:20]([N:23]2[C:28](=[O:29])[C:27]([CH2:30][C:31]3[CH:32]=[CH:33][C:34]([C:37]4[CH:42]=[CH:41][CH:40]=[CH:39][C:38]=4[C:43]4[NH:3][C:4](=[O:7])[O:5][N:44]=4)=[CH:35][CH:36]=3)=[C:26]([CH2:45][CH2:46][CH3:47])[N:25]=[C:24]2[CH3:48])=[CH:21][CH:22]=1)[CH:14]([CH3:16])[CH3:15]. The yield is 0.400. (3) The reactants are [NH2:1][C:2]1[CH:14]=[C:13]([O:15][CH3:16])[CH:12]=[CH:11][C:3]=1[NH:4][C:5]1[CH:10]=[CH:9][CH:8]=[CH:7][N:6]=1.[CH3:17][C:18]1[O:19][CH:20]=[CH:21][C:22]=1/[CH:23]=[CH:24]/[C:25](Cl)=O.N1C=CC=CC=1N1C2C=CC=CC=2N=C1/C=C/C1C=CC=CC=1. No catalyst specified. The product is [CH3:16][O:15][C:13]1[CH:12]=[CH:11][C:3]2[N:4]([C:5]3[CH:10]=[CH:9][CH:8]=[CH:7][N:6]=3)[C:25](/[CH:24]=[CH:23]/[C:22]3[CH:21]=[CH:20][O:19][C:18]=3[CH3:17])=[N:1][C:2]=2[CH:14]=1. The yield is 0.160. (4) The reactants are [CH2:1]1[C:6]2[NH:7][C:8]3[C:13]([C:5]=2[CH2:4][CH2:3][NH:2]1)=[CH:12][CH:11]=[CH:10][CH:9]=3.[C:14]([O:18][C:19](O[C:19]([O:18][C:14]([CH3:17])([CH3:16])[CH3:15])=[O:20])=[O:20])([CH3:17])([CH3:16])[CH3:15].C(N(CC)CC)C. The catalyst is ClCCl.[Cl-].[Na+].O. The product is [C:14]([O:18][C:19]([N:2]1[CH2:3][CH2:4][C:5]2[C:13]3[C:8](=[CH:9][CH:10]=[CH:11][CH:12]=3)[NH:7][C:6]=2[CH2:1]1)=[O:20])([CH3:17])([CH3:16])[CH3:15]. The yield is 0.970. (5) The reactants are [Cl-].O[NH3+:3].[C:4](=[O:7])([O-])[OH:5].[Na+].CS(C)=O.[CH2:13]([C:17]1[N:18]([CH2:32][C:33]2[CH:38]=[CH:37][C:36]([C:39]3[C:40]([C:45]#[N:46])=[CH:41][CH:42]=[CH:43][CH:44]=3)=[CH:35][CH:34]=2)[C:19](=[O:31])[C:20]([C:24]2[C:25]([CH3:30])=[N:26][O:27][C:28]=2[CH3:29])=[C:21]([CH3:23])[N:22]=1)[CH2:14][CH2:15][CH3:16]. The catalyst is O. The product is [CH2:13]([C:17]1[N:18]([CH2:32][C:33]2[CH:34]=[CH:35][C:36]([C:39]3[CH:44]=[CH:43][CH:42]=[CH:41][C:40]=3[C:45]3[NH:3][C:4](=[O:7])[O:5][N:46]=3)=[CH:37][CH:38]=2)[C:19](=[O:31])[C:20]([C:24]2[C:25]([CH3:30])=[N:26][O:27][C:28]=2[CH3:29])=[C:21]([CH3:23])[N:22]=1)[CH2:14][CH2:15][CH3:16]. The yield is 0.190. (6) The reactants are [F:1][C:2]([CH3:29])([CH3:28])[CH2:3][N:4]1[CH2:9][CH2:8][CH:7]([CH2:10][O:11][C:12]2[N:13]=[CH:14][C:15]([C:18]3[CH:27]=[CH:26][C:21]([C:22]([O:24]C)=[O:23])=[CH:20][CH:19]=3)=[N:16][CH:17]=2)[CH2:6][CH2:5]1.O[Li].O. The catalyst is C1COCC1. The product is [F:1][C:2]([CH3:29])([CH3:28])[CH2:3][N:4]1[CH2:9][CH2:8][CH:7]([CH2:10][O:11][C:12]2[N:13]=[CH:14][C:15]([C:18]3[CH:19]=[CH:20][C:21]([C:22]([OH:24])=[O:23])=[CH:26][CH:27]=3)=[N:16][CH:17]=2)[CH2:6][CH2:5]1. The yield is 0.780. (7) The reactants are [C:1]([NH:6][C:7]1[CH:8]=[C:9]([CH:13]2[CH2:18][CH2:17][N:16](C(OC(C)(C)C)=O)[CH2:15][CH2:14]2)[CH:10]=[CH:11][CH:12]=1)(=[O:5])[CH:2]([CH3:4])[CH3:3].Cl. The catalyst is O1CCOCC1. The product is [CH3:3][CH:2]([CH3:4])[C:1]([NH:6][C:7]1[CH:12]=[CH:11][CH:10]=[C:9]([CH:13]2[CH2:18][CH2:17][NH:16][CH2:15][CH2:14]2)[CH:8]=1)=[O:5]. The yield is 0.460. (8) The reactants are [C:1]([O:5][C:6]([N:8]1[CH2:17][CH2:16][C:15]2[C:10](=[CH:11][CH:12]=[C:13]([O:18][CH3:19])[CH:14]=2)[CH:9]1[C:20](O)=[O:21])=[O:7])([CH3:4])([CH3:3])[CH3:2].[F:23][C:24]1[CH:25]=[C:26]([CH:28]=[C:29]([F:37])[C:30]=1[C:31]([CH3:36])([CH3:35])[CH2:32][O:33][CH3:34])[NH2:27].CCN(C(C)C)C(C)C.C(P1(=O)OP(CCC)(=O)OP(CCC)(=O)O1)CC. The catalyst is CN(C1C=CN=CC=1)C.C(OCC)(=O)C.O. The product is [F:23][C:24]1[CH:25]=[C:26]([NH:27][C:20]([CH:9]2[C:10]3[C:15](=[CH:14][C:13]([O:18][CH3:19])=[CH:12][CH:11]=3)[CH2:16][CH2:17][N:8]2[C:6]([O:5][C:1]([CH3:4])([CH3:3])[CH3:2])=[O:7])=[O:21])[CH:28]=[C:29]([F:37])[C:30]=1[C:31]([CH3:35])([CH3:36])[CH2:32][O:33][CH3:34]. The yield is 0.399.